This data is from TCR-epitope binding with 47,182 pairs between 192 epitopes and 23,139 TCRs. The task is: Binary Classification. Given a T-cell receptor sequence (or CDR3 region) and an epitope sequence, predict whether binding occurs between them. (1) The epitope is RIFTIGTVTLK. The TCR CDR3 sequence is CSAPGGLNYGYTF. Result: 1 (the TCR binds to the epitope). (2) Result: 1 (the TCR binds to the epitope). The TCR CDR3 sequence is CASSLTWGNEQFF. The epitope is IPIQASLPF. (3) The epitope is KTSVDCTMYI. The TCR CDR3 sequence is CASSPGLATDNEQFF. Result: 0 (the TCR does not bind to the epitope). (4) The epitope is TPQDLNTML. The TCR CDR3 sequence is CASSQEGGGQGQPQHF. Result: 1 (the TCR binds to the epitope). (5) The TCR CDR3 sequence is CASSARGDEQYF. The epitope is DPFRLLQNSQVFS. Result: 0 (the TCR does not bind to the epitope). (6) The epitope is ISDYDYYRY. The TCR CDR3 sequence is CASSGYRANYGYTF. Result: 1 (the TCR binds to the epitope).